From a dataset of Catalyst prediction with 721,799 reactions and 888 catalyst types from USPTO. Predict which catalyst facilitates the given reaction. (1) Reactant: [C:1]([O:5][C:6](=[O:20])[NH:7][C@@H:8]([CH2:13][C:14]1[CH:19]=[CH:18][CH:17]=[CH:16][CH:15]=1)[C@H:9]([OH:12])[CH2:10][NH2:11])([CH3:4])([CH3:3])[CH3:2].CCN(CC)CC.Cl[C:29]([O:31][CH2:32][C:33]1[CH:38]=[CH:37][CH:36]=[CH:35][CH:34]=1)=[O:30]. Product: [CH2:32]([O:31][C:29](=[O:30])[NH:11][CH2:10][C@@H:9]([OH:12])[C@@H:8]([NH:7][C:6]([O:5][C:1]([CH3:4])([CH3:2])[CH3:3])=[O:20])[CH2:13][C:14]1[CH:15]=[CH:16][CH:17]=[CH:18][CH:19]=1)[C:33]1[CH:38]=[CH:37][CH:36]=[CH:35][CH:34]=1. The catalyst class is: 3. (2) Reactant: [NH2:1][C:2]1[CH:7]=[CH:6][N:5]=[CH:4][CH:3]=1.[NH2-].[Li+].CS[C:12]1[N:13]=[CH:14][C:15]2[CH:21]=[C:20]([C:22]3[CH:27]=[C:26]([O:28][CH3:29])[CH:25]=[C:24]([O:30][CH3:31])[CH:23]=3)[C:19](=[O:32])[N:18]([CH2:33][CH3:34])[C:16]=2[N:17]=1.O. Product: [N:5]1[CH:6]=[CH:7][C:2]([NH:1][C:12]2[N:13]=[CH:14][C:15]3[CH:21]=[C:20]([C:22]4[CH:23]=[C:24]([O:30][CH3:31])[CH:25]=[C:26]([O:28][CH3:29])[CH:27]=4)[C:19](=[O:32])[N:18]([CH2:33][CH3:34])[C:16]=3[N:17]=2)=[CH:3][CH:4]=1. The catalyst class is: 7. (3) Reactant: S1C2NC(C(OCC)=O)=CC=2C=C1.CCCC[N+](CCCC)(CCCC)CCCC.[F-].C1C(=O)N([Br:39])C(=O)C1.[Br:40][C:41]1[C:42]2[CH:53]=[CH:52][S:51][C:43]=2[NH:44][C:45]=1[C:46]([O:48][CH2:49][CH3:50])=[O:47]. Product: [Br:40][C:41]1[C:42]2[CH:53]=[CH:52][S:51][C:43]=2[NH:44][C:45]=1[C:46]([O:48][CH2:49][CH3:50])=[O:47].[Br:39][C:52]1[S:51][C:43]2[NH:44][C:45]([C:46]([O:48][CH2:49][CH3:50])=[O:47])=[C:41]([Br:40])[C:42]=2[CH:53]=1. The catalyst class is: 91. (4) Reactant: [CH3:1][C:2]1[N:3]=[N:4][N:5]([CH2:7][C:8]2[CH:13]=[C:12]([C:14]([F:17])([F:16])[F:15])[CH:11]=[CH:10][C:9]=2/[CH:18]=[CH:19]/[C:20]([OH:22])=O)[N:6]=1.[CH3:23][C:24]1[N:28]=[C:27]([CH:29]2[CH2:34][CH2:33][NH:32][CH2:31][CH2:30]2)[O:26][N:25]=1.CCN(C(C)C)C(C)C.C(P1(=O)OP(CCC)(=O)OP(CCC)(=O)O1)CC. Product: [CH3:23][C:24]1[N:28]=[C:27]([CH:29]2[CH2:34][CH2:33][N:32]([C:20](=[O:22])/[CH:19]=[CH:18]/[C:9]3[CH:10]=[CH:11][C:12]([C:14]([F:15])([F:16])[F:17])=[CH:13][C:8]=3[CH2:7][N:5]3[N:4]=[N:3][C:2]([CH3:1])=[N:6]3)[CH2:31][CH2:30]2)[O:26][N:25]=1. The catalyst class is: 3.